This data is from Forward reaction prediction with 1.9M reactions from USPTO patents (1976-2016). The task is: Predict the product of the given reaction. Given the reactants [C:1]([C:5]1[O:9][N:8]=[C:7]([C:10]2[CH:26]=[CH:25][C:13]3[C:14]4[CH:20]=[C:19]([S:21](Cl)(=[O:23])=[O:22])[CH:18]=[CH:17][C:15]=4[O:16][C:12]=3[CH:11]=2)[N:6]=1)([CH3:4])([CH3:3])[CH3:2].Cl.[CH3:28][O:29][C:30](=[O:33])[CH2:31][NH2:32].C(=O)([O-])[O-].[Na+].[Na+], predict the reaction product. The product is: [C:1]([C:5]1[O:9][N:8]=[C:7]([C:10]2[CH:26]=[CH:25][C:13]3[C:14]4[CH:20]=[C:19]([S:21]([NH:32][CH2:31][C:30]([O:29][CH3:28])=[O:33])(=[O:23])=[O:22])[CH:18]=[CH:17][C:15]=4[O:16][C:12]=3[CH:11]=2)[N:6]=1)([CH3:4])([CH3:3])[CH3:2].